From a dataset of Catalyst prediction with 721,799 reactions and 888 catalyst types from USPTO. Predict which catalyst facilitates the given reaction. (1) Reactant: [C:1]([O:5][C:6](=[O:40])[NH:7][C@H:8]1[C@@H:13]([OH:14])[CH2:12][C@H:11]([CH2:15][O:16][CH2:17][C:18]2[CH:23]=[CH:22][CH:21]=[CH:20][CH:19]=2)[C@@H:10]([O:24][CH2:25][C:26]2[CH:31]=[CH:30][CH:29]=[CH:28][CH:27]=2)[C@@H:9]1[O:32][CH2:33][C:34]1[CH:39]=[CH:38][CH:37]=[CH:36][CH:35]=1)([CH3:4])([CH3:3])[CH3:2].C1(P(C2C=CC=CC=2)C2C=CC=CC=2)C=CC=CC=1.[N+:60]([C:63]1[CH:71]=[CH:70][C:66]([C:67](O)=[O:68])=[CH:65][CH:64]=1)([O-:62])=[O:61].CC(OC(/N=N/C(OC(C)C)=O)=O)C. Product: [N+:60]([C:63]1[CH:64]=[CH:65][C:66]([C:67]([O:14][C@@H:13]2[CH2:12][C@H:11]([CH2:15][O:16][CH2:17][C:18]3[CH:23]=[CH:22][CH:21]=[CH:20][CH:19]=3)[C@@H:10]([O:24][CH2:25][C:26]3[CH:31]=[CH:30][CH:29]=[CH:28][CH:27]=3)[C@H:9]([O:32][CH2:33][C:34]3[CH:35]=[CH:36][CH:37]=[CH:38][CH:39]=3)[C@H:8]2[NH:7][C:6]([O:5][C:1]([CH3:4])([CH3:2])[CH3:3])=[O:40])=[O:68])=[CH:70][CH:71]=1)([O-:62])=[O:61]. The catalyst class is: 1. (2) Reactant: [Br:1][C:2]1[CH:3]=[C:4]([N:11]2[C:15]3=[N:16][CH:17]=[CH:18][CH:19]=[C:14]3[C:13]([C:20]([O:22][CH3:23])=[O:21])=[N:12]2)[CH:5]=[C:6]([C:8](=O)[NH2:9])[CH:7]=1.[OH-].C([N+](CC)(CC)S(NC(=O)OC)(=O)=O)C. Product: [Br:1][C:2]1[CH:3]=[C:4]([N:11]2[C:15]3=[N:16][CH:17]=[CH:18][CH:19]=[C:14]3[C:13]([C:20]([O:22][CH3:23])=[O:21])=[N:12]2)[CH:5]=[C:6]([C:8]#[N:9])[CH:7]=1. The catalyst class is: 4.